This data is from Full USPTO retrosynthesis dataset with 1.9M reactions from patents (1976-2016). The task is: Predict the reactants needed to synthesize the given product. (1) Given the product [CH2:14]([O:1][C:2]1[CH:3]=[CH:4][C:5](/[CH:8]=[C:9](\[CH3:13])/[C:10]([O:12][CH2:24][CH:21]=[CH2:23])=[O:11])=[CH:6][CH:7]=1)[CH:15]=[CH2:16], predict the reactants needed to synthesize it. The reactants are: [OH:1][C:2]1[CH:7]=[CH:6][C:5](/[CH:8]=[C:9](\[CH3:13])/[C:10]([OH:12])=[O:11])=[CH:4][CH:3]=1.[CH2:14](I)[CH:15]=[CH2:16].CCO[C:21]([CH3:23])=O.[CH3:24]N(C=O)C. (2) Given the product [C:28]([O:27][C:23](=[O:26])/[CH:24]=[CH:25]/[C:2]1[CH:22]=[N:21][C:5]2[NH:6][C:7](=[O:20])[CH2:8][N:9]([CH2:11][C:12]3[CH:17]=[CH:16][C:15]([O:18][CH3:19])=[CH:14][CH:13]=3)[CH2:10][C:4]=2[CH:3]=1)([CH3:31])([CH3:30])[CH3:29], predict the reactants needed to synthesize it. The reactants are: Br[C:2]1[CH:22]=[N:21][C:5]2[NH:6][C:7](=[O:20])[CH2:8][N:9]([CH2:11][C:12]3[CH:17]=[CH:16][C:15]([O:18][CH3:19])=[CH:14][CH:13]=3)[CH2:10][C:4]=2[CH:3]=1.[C:23]([O:27][C:28]([CH3:31])([CH3:30])[CH3:29])(=[O:26])[CH:24]=[CH2:25].C(N(C(C)C)C(C)C)C.CC1C=CC=CC=1P(C1C=CC=CC=1C)C1C=CC=CC=1C.